This data is from Forward reaction prediction with 1.9M reactions from USPTO patents (1976-2016). The task is: Predict the product of the given reaction. (1) The product is: [O:10]=[C:3]1[N:4]2[CH:9]=[CH:8][CH:7]=[CH:6][C:5]2=[N:1][N:2]1[CH2:12][CH2:13][C:14]([O:16][CH3:17])=[O:15]. Given the reactants [N:1]1[NH:2][C:3](=[O:10])[N:4]2[CH:9]=[CH:8][CH:7]=[CH:6][C:5]=12.Cl[CH2:12][CH2:13][C:14]([O:16][CH3:17])=[O:15].C(=O)([O-])[O-].[Cs+].[Cs+], predict the reaction product. (2) Given the reactants [Cl:1][C:2]([O:4][C:5]1[CH:10]=[CH:9][C:8]([N+:11]([O-:13])=[O:12])=[CH:7][CH:6]=1)=[O:3].[N:14]1([CH2:20][CH2:21][CH2:22][OH:23])[CH2:19][CH2:18][CH2:17][CH2:16][CH2:15]1, predict the reaction product. The product is: [ClH:1].[C:2](=[O:3])([O:23][CH2:22][CH2:21][CH2:20][N:14]1[CH2:19][CH2:18][CH2:17][CH2:16][CH2:15]1)[O:4][C:5]1[CH:6]=[CH:7][C:8]([N+:11]([O-:13])=[O:12])=[CH:9][CH:10]=1. (3) Given the reactants C(=O)(O)[O-].[Na+].CNC1C=CC=CC=1.P(OCC)(OCC)OCC.[I-].[C:25]([CH2:28][N+:29]1[CH:34]=[CH:33][CH:32]=[C:31]([C:35]([C:37]2[N:38]=[CH:39][N:40]3[CH:44]=[C:43]([C:45]4[C@H:46]([CH3:62])[C@@H:47]5[C@@H:57]([C@H:58]([OH:60])[CH3:59])[C:56](=[O:61])[N:48]5[C:49]=4[C:50]([O:52]CC=C)=[O:51])[S:42][C:41]=23)=[O:36])[CH:30]=1)(=[O:27])[NH2:26], predict the reaction product. The product is: [C:25]([CH2:28][N+:29]1[CH:34]=[CH:33][CH:32]=[C:31]([C:35]([C:37]2[N:38]=[CH:39][N:40]3[CH:44]=[C:43]([C:45]4[C@H:46]([CH3:62])[C@@H:47]5[C@@H:57]([C@H:58]([OH:60])[CH3:59])[C:56](=[O:61])[N:48]5[C:49]=4[C:50]([O-:52])=[O:51])[S:42][C:41]=23)=[O:36])[CH:30]=1)(=[O:27])[NH2:26]. (4) Given the reactants [N+:1]([C:4]1[CH:9]=[CH:8][CH:7]=[C:6]([O:10][CH2:11][CH:12]2[CH2:14][O:13]2)[C:5]=1[NH2:15])([O-:3])=[O:2].[H-].[Na+], predict the reaction product. The product is: [N+:1]([C:4]1[C:5]2[NH:15][CH:12]([CH2:14][OH:13])[CH2:11][O:10][C:6]=2[CH:7]=[CH:8][CH:9]=1)([O-:3])=[O:2]. (5) Given the reactants [C:1]([C:3]1[CH:4]=[N:5][N:6]2[C:11]([C:12]([F:15])([F:14])[F:13])=[CH:10][C:9]([C:16]3[CH:21]=[CH:20][C:19]([C:22]([F:25])([F:24])[F:23])=[CH:18][CH:17]=3)=[N:8][C:7]=12)#[CH:2].[OH:26][CH2:27][C:28]([NH:32][S:33]([C:36]1[CH:37]=[N:38][CH:39]=[C:40](Br)[CH:41]=1)(=[O:35])=[O:34])([CH2:30][OH:31])[CH3:29], predict the reaction product. The product is: [OH:26][CH2:27][C:28]([NH:32][S:33]([C:36]1[CH:37]=[N:38][CH:39]=[C:40]([C:2]#[C:1][C:3]2[CH:4]=[N:5][N:6]3[C:11]([C:12]([F:14])([F:13])[F:15])=[CH:10][C:9]([C:16]4[CH:21]=[CH:20][C:19]([C:22]([F:25])([F:24])[F:23])=[CH:18][CH:17]=4)=[N:8][C:7]=23)[CH:41]=1)(=[O:35])=[O:34])([CH2:30][OH:31])[CH3:29].